From a dataset of Full USPTO retrosynthesis dataset with 1.9M reactions from patents (1976-2016). Predict the reactants needed to synthesize the given product. The reactants are: [Cl:1][C:2]1[CH:3]=[N:4][N:5]([CH2:7][C:8]([OH:10])=[O:9])[CH:6]=1.C[Si]([N-][Si](C)(C)C)(C)C.[Na+].[Cl:21][CH2:22][CH2:23][CH2:24][CH2:25]I. Given the product [Cl:21][CH2:22][CH2:23][CH2:24][CH2:25][CH:7]([N:5]1[CH:6]=[C:2]([Cl:1])[CH:3]=[N:4]1)[C:8]([OH:10])=[O:9], predict the reactants needed to synthesize it.